Dataset: Reaction yield outcomes from USPTO patents with 853,638 reactions. Task: Predict the reaction yield, written as a fraction of the theoretical maximum amount of product (1.0 means a 100% yield; for example, 0.34 means a 34% yield). (1) The reactants are CN(C(ON1N=NC2C=CC=NC1=2)=[N+](C)C)C.F[P-](F)(F)(F)(F)F.[F:25][C:26]1[CH:27]=[C:28]([NH:37][C:38]([C@H:40]2[C:49]3[C:44](=[CH:45][C:46]([O:50][CH3:51])=[CH:47][CH:48]=3)[CH2:43][CH2:42][NH:41]2)=[O:39])[CH:29]=[C:30]([F:36])[C:31]=1[Si:32]([CH3:35])([CH3:34])[CH3:33].[C:52]([O:56][C:57](=[O:66])[CH2:58][C@H:59]1[CH2:62][C@H:61]([C:63](O)=[O:64])[CH2:60]1)([CH3:55])([CH3:54])[CH3:53].CCN(C(C)C)C(C)C. The catalyst is CN(C=O)C.O. The product is [F:25][C:26]1[CH:27]=[C:28]([NH:37][C:38]([C@H:40]2[C:49]3[C:44](=[CH:45][C:46]([O:50][CH3:51])=[CH:47][CH:48]=3)[CH2:43][CH2:42][N:41]2[C:63]([C@H:61]2[CH2:60][C@H:59]([CH2:58][C:57]([O:56][C:52]([CH3:55])([CH3:54])[CH3:53])=[O:66])[CH2:62]2)=[O:64])=[O:39])[CH:29]=[C:30]([F:36])[C:31]=1[Si:32]([CH3:33])([CH3:35])[CH3:34]. The yield is 0.820. (2) The reactants are [Cl:1][C:2]1[N:3]=[CH:4][CH:5]=[C:6]2[C:10]([CH3:11])=[C:9]([CH3:12])[NH:8][C:7]=12.I[CH2:14][CH3:15]. No catalyst specified. The product is [Cl:1][C:2]1[N:3]=[CH:4][CH:5]=[C:6]2[C:10]([CH3:11])=[C:9]([CH3:12])[N:8]([CH2:14][CH3:15])[C:7]=12. The yield is 0.420. (3) The product is [CH3:1][O:2][C:3]1[CH:8]=[CH:7][C:6]([O:9][CH3:10])=[CH:5][C:4]=1[S:11][C:12]1[N:13]([CH2:23][CH2:24][C:25]2[CH:26]=[CH:27][C:28]([N+:31]([O-:33])=[O:32])=[CH:29][CH:30]=2)[C:14]2[C:19]([N:20]=1)=[C:18]([NH2:21])[N:17]=[CH:16][N:15]=2. The yield is 0.350. The reactants are [CH3:1][O:2][C:3]1[CH:8]=[CH:7][C:6]([O:9][CH3:10])=[CH:5][C:4]=1[S:11][C:12]1[NH:13][C:14]2[C:19]([N:20]=1)=[C:18]([NH2:21])[N:17]=[CH:16][N:15]=2.Br[CH2:23][CH2:24][C:25]1[CH:30]=[CH:29][C:28]([N+:31]([O-:33])=[O:32])=[CH:27][CH:26]=1. No catalyst specified.